This data is from Full USPTO retrosynthesis dataset with 1.9M reactions from patents (1976-2016). The task is: Predict the reactants needed to synthesize the given product. (1) Given the product [C:22]([CH2:21][C:17]1([N:5]2[CH:6]=[C:7]([B:8]3[O:9][C:10]([CH3:16])([CH3:15])[C:11]([CH3:13])([CH3:14])[O:12]3)[C:3]([CH3:2])=[N:4]2)[CH2:18][N:19]([C:25]2[N:26]=[CH:27][C:28]([C:31]([NH:33][CH:34]([CH3:36])[CH3:35])=[O:32])=[N:29][CH:30]=2)[CH2:20]1)#[N:23], predict the reactants needed to synthesize it. The reactants are: Cl.[CH3:2][C:3]1[C:7]([B:8]2[O:12][C:11]([CH3:14])([CH3:13])[C:10]([CH3:16])([CH3:15])[O:9]2)=[CH:6][N:5]([C:17]2([CH2:21][C:22]#[N:23])[CH2:20][NH:19][CH2:18]2)[N:4]=1.Cl[C:25]1[N:26]=[CH:27][C:28]([C:31]([NH:33][CH:34]([CH3:36])[CH3:35])=[O:32])=[N:29][CH:30]=1.C(N(CC)C(C)C)(C)C.C(O)(C)(C)C. (2) Given the product [F:1][C:2]1[CH:3]=[CH:4][C:5]([NH:8][C:9]([C:11]2[C:16]([NH:17][C:20]3[CH:21]=[N:22][CH:23]=[CH:24][CH:25]=3)=[CH:15][CH:14]=[C:13]([CH3:18])[N:12]=2)=[O:10])=[N:6][CH:7]=1, predict the reactants needed to synthesize it. The reactants are: [F:1][C:2]1[CH:3]=[CH:4][C:5]([NH:8][C:9]([C:11]2[C:16]([NH2:17])=[CH:15][CH:14]=[C:13]([CH3:18])[N:12]=2)=[O:10])=[N:6][CH:7]=1.Br[C:20]1[CH:21]=[N:22][CH:23]=[CH:24][CH:25]=1.